From a dataset of Catalyst prediction with 721,799 reactions and 888 catalyst types from USPTO. Predict which catalyst facilitates the given reaction. Reactant: [CH3:1][N:2]1[CH:6]=[C:5]([N+:7]([O-])=O)[C:4]([N:10]2[CH2:14][CH2:13][N:12]([C:15]([O:17][C:18]([CH3:21])([CH3:20])[CH3:19])=[O:16])[C:11]2=[O:22])=[N:3]1.[C:23](O[C:23]([O:25][C:26]([CH3:29])([CH3:28])[CH3:27])=[O:24])([O:25][C:26]([CH3:29])([CH3:28])[CH3:27])=[O:24]. The catalyst class is: 129. Product: [C:26]([O:25][C:23]([NH:7][C:5]1[C:4]([N:10]2[CH2:14][CH2:13][N:12]([C:15]([O:17][C:18]([CH3:21])([CH3:20])[CH3:19])=[O:16])[C:11]2=[O:22])=[N:3][N:2]([CH3:1])[CH:6]=1)=[O:24])([CH3:29])([CH3:28])[CH3:27].